Predict the reaction yield, written as a fraction of the theoretical maximum amount of product (1.0 means a 100% yield; for example, 0.34 means a 34% yield). From a dataset of Reaction yield outcomes from USPTO patents with 853,638 reactions. The reactants are CN(CCN(C)C)C.[C:9]([O:13][C:14](=[O:22])[NH:15][C:16]1[CH:21]=[CH:20][N:19]=[CH:18][CH:17]=1)([CH3:12])([CH3:11])[CH3:10].[C:23](=[O:25])=[O:24].[OH-].[Na+]. The catalyst is C1COCC1. The product is [C:9]([O:13][C:14]([NH:15][C:16]1[C:21]([C:23]([OH:25])=[O:24])=[CH:20][N:19]=[CH:18][CH:17]=1)=[O:22])([CH3:12])([CH3:10])[CH3:11]. The yield is 0.300.